From a dataset of Forward reaction prediction with 1.9M reactions from USPTO patents (1976-2016). Predict the product of the given reaction. (1) Given the reactants [Br:1][C:2]1[CH:3]=[C:4]([C:12]([OH:14])=O)[C:5]2[C:10]([CH:11]=1)=[CH:9][CH:8]=[CH:7][CH:6]=2.[NH2:15][C:16]1[C:17]([CH3:27])=[C:18]([CH:23]=[CH:24][C:25]=1[CH3:26])[C:19]([O:21][CH3:22])=[O:20].C(N(CC)CC)C.CCCP1(OP(CCC)(=O)OP(CCC)(=O)O1)=O, predict the reaction product. The product is: [Br:1][C:2]1[CH:3]=[C:4]([C:12]([NH:15][C:16]2[C:17]([CH3:27])=[C:18]([CH:23]=[CH:24][C:25]=2[CH3:26])[C:19]([O:21][CH3:22])=[O:20])=[O:14])[C:5]2[C:10]([CH:11]=1)=[CH:9][CH:8]=[CH:7][CH:6]=2. (2) Given the reactants [N+:1]([C:4]1[CH:9]=[CH:8][CH:7]=[CH:6][C:5]=1[S:10]([NH:13][CH2:14][CH2:15][NH2:16])(=[O:12])=[O:11])([O-:3])=[O:2].[Cl:17][CH2:18][CH2:19][S:20](Cl)(=[O:22])=[O:21].C(N(CC)CC)C, predict the reaction product. The product is: [Cl:17][CH2:18][CH2:19][S:20]([NH:16][CH2:15][CH2:14][NH:13][S:10]([C:5]1[CH:6]=[CH:7][CH:8]=[CH:9][C:4]=1[N+:1]([O-:3])=[O:2])(=[O:12])=[O:11])(=[O:22])=[O:21]. (3) The product is: [C:1]([N:3]=[C:4]([N:7]1[CH2:12][CH2:11][C:10]([CH2:27][C:28]#[N:29])([N:13]2[CH:17]=[C:16]([C:18]3[C:19]4[CH:26]=[CH:25][NH:24][C:20]=4[N:21]=[CH:22][N:23]=3)[CH:15]=[N:14]2)[CH2:9][CH2:8]1)[NH2:30])#[N:2]. Given the reactants [C:1]([N:3]=[C:4]([N:7]1[CH2:12][CH2:11][C:10]([CH2:27][C:28]#[N:29])([N:13]2[CH:17]=[C:16]([C:18]3[C:19]4[CH:26]=[CH:25][NH:24][C:20]=4[N:21]=[CH:22][N:23]=3)[CH:15]=[N:14]2)[CH2:9][CH2:8]1)SC)#[N:2].[NH3:30].CO, predict the reaction product. (4) Given the reactants [CH:1]1([C:4]([NH:10][C:11]([C:13]2[CH:18]=[C:17]([O:19][C@@H:20]([CH3:25])[C:21]([F:24])([F:23])[F:22])[C:16]([CH:26]3[CH2:28][CH2:27]3)=[CH:15][N:14]=2)=[O:12])([CH3:9])[CH2:5][C:6](O)=[O:7])[CH2:3][CH2:2]1.[Cl-].[NH4+:30], predict the reaction product. The product is: [NH2:30][C:6](=[O:7])[CH2:5][C:4]([NH:10][C:11]([C:13]1[CH:18]=[C:17]([O:19][C@@H:20]([CH3:25])[C:21]([F:23])([F:24])[F:22])[C:16]([CH:26]2[CH2:27][CH2:28]2)=[CH:15][N:14]=1)=[O:12])([CH:1]1[CH2:2][CH2:3]1)[CH3:9]. (5) Given the reactants [OH:1][C:2]1[CH:3]=[C:4]([CH2:8][CH2:9][C:10]([O:12][CH3:13])=[O:11])[CH:5]=[CH:6][CH:7]=1.C(=O)([O-])[O-].[K+].[K+].I[CH:21]([CH3:23])[CH3:22], predict the reaction product. The product is: [CH3:22][CH:21]([O:1][C:2]1[CH:3]=[C:4]([CH2:8][CH2:9][C:10]([O:12][CH3:13])=[O:11])[CH:5]=[CH:6][CH:7]=1)[CH3:23]. (6) Given the reactants [CH:1]([O:4][C:5]([N:7]1[CH2:12][CH2:11][CH:10]([CH2:13][O:14][C:15]2[CH:16]=[C:17]([C:21]3[CH:26]=[CH:25][C:24]([CH2:27][C@H:28]([NH:37]C(OC(C)(C)C)=O)[C:29]([N:31]4[CH2:35][CH2:34][C@H:33]([F:36])[CH2:32]4)=[O:30])=[C:23]([F:45])[CH:22]=3)[CH:18]=[CH:19][CH:20]=2)[CH2:9][CH2:8]1)=[O:6])([CH3:3])[CH3:2].C(O)(C(F)(F)F)=O.C([O-])(O)=O.[Na+].C(Cl)[Cl:59], predict the reaction product. The product is: [ClH:59].[CH:1]([O:4][C:5]([N:7]1[CH2:12][CH2:11][CH:10]([CH2:13][O:14][C:15]2[CH:16]=[C:17]([C:21]3[CH:26]=[CH:25][C:24]([CH2:27][C@H:28]([NH2:37])[C:29]([N:31]4[CH2:35][CH2:34][C@H:33]([F:36])[CH2:32]4)=[O:30])=[C:23]([F:45])[CH:22]=3)[CH:18]=[CH:19][CH:20]=2)[CH2:9][CH2:8]1)=[O:6])([CH3:3])[CH3:2].